The task is: Predict which catalyst facilitates the given reaction.. This data is from Catalyst prediction with 721,799 reactions and 888 catalyst types from USPTO. (1) Reactant: [CH2:1]([N:3]1[CH2:8][C:7]([CH3:10])([CH3:9])[O:6][C:5](=[O:11])[CH:4]1[CH2:12][C:13]([OH:15])=O)[CH3:2].C(N(C(C)C)CC)(C)C.CN(C(ON1N=NC2C=CC=NC1=2)=[N+](C)C)C.F[P-](F)(F)(F)(F)F.[CH3:49][CH:50]([NH2:57])[C:51]1[CH:56]=[CH:55][CH:54]=[CH:53][CH:52]=1. Product: [CH2:1]([N:3]1[CH2:8][C:7]([CH3:9])([CH3:10])[O:6][C:5](=[O:11])[CH:4]1[CH2:12][C:13]([NH:57][CH:50]([C:51]1[CH:56]=[CH:55][CH:54]=[CH:53][CH:52]=1)[CH3:49])=[O:15])[CH3:2]. The catalyst class is: 3. (2) Reactant: CN([C:4]([O:8][N:9]1N=[N:16][C:11]2[CH:12]=[CH:13][CH:14]=[N:15][C:10]1=2)=[N+](C)C)C.F[P-](F)(F)(F)(F)F.[F:25][C:26]1[CH:31]=[CH:30][C:29]([C:32]2[O:55][C:35]3=[N:36][C:37]([NH:49][CH2:50][C:51]([F:54])([F:53])[F:52])=[C:38]([C:40]4[CH:41]=[C:42]([CH:46]=[CH:47][CH:48]=4)[C:43]([OH:45])=O)[CH:39]=[C:34]3[C:33]=2[C:56](=[O:59])[NH:57][CH3:58])=[CH:28][CH:27]=1.C(N(C(C)C)C(C)C)C.Cl.O1C=NC(C2(N)CCC2)=N1. Product: [O:8]1[CH:4]=[N:15][C:10]([C:11]2([NH:16][C:43]([C:42]3[CH:41]=[C:40]([C:38]4[CH:39]=[C:34]5[C:33]([C:56]([NH:57][CH3:58])=[O:59])=[C:32]([C:29]6[CH:28]=[CH:27][C:26]([F:25])=[CH:31][CH:30]=6)[O:55][C:35]5=[N:36][C:37]=4[NH:49][CH2:50][C:51]([F:54])([F:53])[F:52])[CH:48]=[CH:47][CH:46]=3)=[O:45])[CH2:12][CH2:13][CH2:14]2)=[N:9]1. The catalyst class is: 3. (3) Reactant: [Cl:1][C:2]1[CH:3]=[CH:4][C:5]([O:15][CH2:16][C:17]2[CH:22]=[CH:21][CH:20]=[C:19]([F:23])[C:18]=2[F:24])=[C:6]([C:8](=O)[CH2:9][CH2:10][C:11](=O)[CH3:12])[CH:7]=1.[CH3:25][O:26][C:27](=[O:39])[C:28]1[C:33]([NH:34][C:35](=[O:37])[CH3:36])=[CH:32][CH:31]=[C:30]([NH2:38])[CH:29]=1.CC1C=CC(S(O)(=O)=O)=CC=1. Product: [CH3:25][O:26][C:27](=[O:39])[C:28]1[C:33]([NH:34][C:35](=[O:37])[CH3:36])=[CH:32][CH:31]=[C:30]([N:38]2[C:11]([CH3:12])=[CH:10][CH:9]=[C:8]2[C:6]2[CH:7]=[C:2]([Cl:1])[CH:3]=[CH:4][C:5]=2[O:15][CH2:16][C:17]2[CH:22]=[CH:21][CH:20]=[C:19]([F:23])[C:18]=2[F:24])[CH:29]=1. The catalyst class is: 291. (4) Reactant: [CH3:1][O-].[Na+].[N:4]#[C:5][NH2:6].[N:7]([C:10]1[CH:15]=[C:14]([C:16]([F:19])([F:18])[F:17])[CH:13]=[CH:12][N:11]=1)=[C:8]=[S:9].CI. Product: [CH3:1][S:9][CH:8]([NH:7][C:10]1[CH:15]=[C:14]([C:16]([F:19])([F:17])[F:18])[CH:13]=[CH:12][N:11]=1)[NH:4][C:5]#[N:6]. The catalyst class is: 5. (5) Reactant: Br[C:2]1[C:3]([CH3:29])=[C:4]([C:21]([OH:28])=[C:22]([C:24]([CH3:27])([CH3:26])[CH3:25])[CH:23]=1)[C:5]([NH:7][C:8]1[CH:13]=[CH:12][C:11]([C:14]#[N:15])=[CH:10][C:9]=1[O:16][C:17]([F:20])([F:19])[F:18])=[O:6].[C:30]1(B(O)O)[CH:35]=[CH:34][CH:33]=[CH:32][CH:31]=1.C(=O)([O-])[O-].[Na+].[Na+]. Product: [C:14]([C:11]1[CH:12]=[CH:13][C:8]([NH:7][C:5]([C:4]2[C:3]([CH3:29])=[C:2]([C:30]3[CH:35]=[CH:34][CH:33]=[CH:32][CH:31]=3)[CH:23]=[C:22]([C:24]([CH3:27])([CH3:26])[CH3:25])[C:21]=2[OH:28])=[O:6])=[C:9]([O:16][C:17]([F:20])([F:19])[F:18])[CH:10]=1)#[N:15]. The catalyst class is: 77. (6) Reactant: [NH2:1][C:2]1[C:7]2=[C:8]([C:14]3[CH:19]=[CH:18][C:17]([NH2:20])=[C:16]([F:21])[CH:15]=3)[C:9]([C:11]([OH:13])=O)=[CH:10][N:6]2[N:5]=[CH:4][N:3]=1.[F:22][C:23]([F:27])([F:26])[CH2:24][NH2:25].N1C2C=CC=C(O[P+](N(C)C)(N(C)C)N(C)C)C=2N=N1.F[P-](F)(F)(F)(F)F.CN1CCOCC1. Product: [NH2:1][C:2]1[C:7]2=[C:8]([C:14]3[CH:19]=[CH:18][C:17]([NH2:20])=[C:16]([F:21])[CH:15]=3)[C:9]([C:11]([NH:25][CH2:24][C:23]([F:27])([F:26])[F:22])=[O:13])=[CH:10][N:6]2[N:5]=[CH:4][N:3]=1. The catalyst class is: 3.